This data is from Forward reaction prediction with 1.9M reactions from USPTO patents (1976-2016). The task is: Predict the product of the given reaction. Given the reactants [C:1]([O:5][C:6]([N:8]1[CH:16]2[CH2:17][O:18][CH2:19][CH:9]1[C:10]1[CH:11]=[N:12][O:13][C:14]=1[CH:15]2O)=[O:7])([CH3:4])([CH3:3])[CH3:2].CCN(S(F)(F)[F:27])CC, predict the reaction product. The product is: [C:1]([O:5][C:6]([N:8]1[CH:16]2[CH2:17][O:18][CH2:19][CH:9]1[C:10]1[CH:11]=[N:12][O:13][C:14]=1[CH:15]2[F:27])=[O:7])([CH3:4])([CH3:3])[CH3:2].